This data is from Forward reaction prediction with 1.9M reactions from USPTO patents (1976-2016). The task is: Predict the product of the given reaction. (1) Given the reactants [C:1]1([C:7]2[CH:8]=[C:9]3[C:14](=[CH:15][CH:16]=2)[CH2:13][CH:12]([C:17]([C:19]2[O:20][C:21]([C:24]([NH2:26])=O)=[CH:22][N:23]=2)=[O:18])[CH2:11][CH2:10]3)[CH:6]=[CH:5][CH:4]=[CH:3][CH:2]=1.N1C=CC=CC=1.FC(F)(F)C(OC(=O)C(F)(F)F)=O, predict the reaction product. The product is: [C:1]1([C:7]2[CH:8]=[C:9]3[C:14](=[CH:15][CH:16]=2)[CH2:13][CH:12]([C:17]([C:19]2[O:20][C:21]([C:24]#[N:26])=[CH:22][N:23]=2)=[O:18])[CH2:11][CH2:10]3)[CH:2]=[CH:3][CH:4]=[CH:5][CH:6]=1. (2) Given the reactants C1C=C(Cl)C=C(C(OO)=[O:9])C=1.[Cl:12][C:13]1[CH:14]=[C:15]([CH:34]=[C:35]([C:37]([F:40])([F:39])[F:38])[CH:36]=1)[C:16]([NH:18][CH2:19][C:20]1[CH:25]=[C:24]([Cl:26])[CH:23]=[CH:22][C:21]=1[S:27][C:28]1[CH:33]=[CH:32][CH:31]=[CH:30][CH:29]=1)=[O:17], predict the reaction product. The product is: [C:28]1([S:27]([C:21]2[CH:22]=[CH:23][C:24]([Cl:26])=[CH:25][C:20]=2[CH2:19][NH:18][C:16](=[O:17])[C:15]2[CH:34]=[C:35]([C:37]([F:39])([F:40])[F:38])[CH:36]=[C:13]([Cl:12])[CH:14]=2)=[O:9])[CH:29]=[CH:30][CH:31]=[CH:32][CH:33]=1. (3) Given the reactants [Cl:1][C:2]1[CH:3]=[C:4]([CH:12]=[CH:13][CH:14]=1)[C:5]([NH:7][CH2:8][C:9]([OH:11])=[O:10])=O.O=P(Cl)(Cl)Cl.[CH3:20][N:21]([CH:23]=O)[CH3:22], predict the reaction product. The product is: [Cl:1][C:2]1[CH:3]=[C:4]([C:5]2[O:10][C:9](=[O:11])[C:8](=[CH:20][N:21]([CH3:23])[CH3:22])[N:7]=2)[CH:12]=[CH:13][CH:14]=1. (4) Given the reactants C(O)(=O)C(O)=O.C(OC[N:16]1[C:20]2[CH:21]=[C:22]([C:36]([N:38]([CH3:40])[CH3:39])=[O:37])[CH:23]=[C:24]([NH:25][CH2:26][C:27]3[C:32]([CH3:33])=[CH:31][CH:30]=[CH:29][C:28]=3[CH2:34][CH3:35])[C:19]=2[N:18]=[C:17]1[CH3:41])C1C=CC=CC=1.C(=O)([O-])O.[Na+], predict the reaction product. The product is: [CH3:40][N:38]([CH3:39])[C:36]([C:22]1[CH:23]=[C:24]([NH:25][CH2:26][C:27]2[C:32]([CH3:33])=[CH:31][CH:30]=[CH:29][C:28]=2[CH2:34][CH3:35])[C:19]2[N:18]=[C:17]([CH3:41])[NH:16][C:20]=2[CH:21]=1)=[O:37]. (5) Given the reactants [CH3:1][C:2]([CH3:11])([C:8]([O-:10])=O)[C:3]([O:5][CH2:6][CH3:7])=[O:4].C(N=C=NCCCN(C)C)C.[CH:23]([C:26]1[CH:27]=[C:28]([CH:41]=[CH:42][C:43]=1[O:44][Si:45]([CH:52]([CH3:54])[CH3:53])([CH:49]([CH3:51])[CH3:50])[CH:46]([CH3:48])[CH3:47])[CH2:29][N:30]1[C:38]2[C:33](=[C:34]([NH2:40])[CH:35]=[CH:36][C:37]=2[CH3:39])[CH:32]=[CH:31]1)([CH3:25])[CH3:24], predict the reaction product. The product is: [CH:23]([C:26]1[CH:27]=[C:28]([CH:41]=[CH:42][C:43]=1[O:44][Si:45]([CH:52]([CH3:54])[CH3:53])([CH:49]([CH3:51])[CH3:50])[CH:46]([CH3:48])[CH3:47])[CH2:29][N:30]1[C:38]2[C:33](=[C:34]([NH:40][C:8](=[O:10])[C:2]([CH3:1])([CH3:11])[C:3]([O:5][CH2:6][CH3:7])=[O:4])[CH:35]=[CH:36][C:37]=2[CH3:39])[CH:32]=[CH:31]1)([CH3:25])[CH3:24]. (6) Given the reactants [Cl:1][C:2]1[N:10]=[C:9]2[C:5]([N:6]=[C:7]([C:17]([OH:21])([CH2:19][CH3:20])[CH3:18])[N:8]2C2CCCCO2)=[C:4]([N:22]2[CH2:27][CH2:26][O:25][CH2:24][CH2:23]2)[N:3]=1.C1(C)C=CC(S(O)(=O)=O)=CC=1, predict the reaction product. The product is: [Cl:1][C:2]1[N:10]=[C:9]2[C:5]([N:6]=[C:7]([C:17]([OH:21])([CH2:19][CH3:20])[CH3:18])[NH:8]2)=[C:4]([N:22]2[CH2:27][CH2:26][O:25][CH2:24][CH2:23]2)[N:3]=1. (7) Given the reactants C([N:8]1[CH2:13][CH2:12][N:11]([C:14]2[CH:15]=[C:16]([N:20]3[CH:24]([C:25]4[CH:30]=[CH:29][C:28]([F:31])=[CH:27][C:26]=4[F:32])[CH2:23][C:22]([C:33]([F:39])([F:38])[C:34]([F:37])([F:36])[F:35])=[N:21]3)[CH:17]=[CH:18][CH:19]=2)[CH2:10][CH2:9]1)(OC(C)(C)C)=O.[ClH:40], predict the reaction product. The product is: [ClH:40].[F:32][C:26]1[CH:27]=[C:28]([F:31])[CH:29]=[CH:30][C:25]=1[CH:24]1[N:20]([C:16]2[CH:17]=[CH:18][CH:19]=[C:14]([N:11]3[CH2:12][CH2:13][NH:8][CH2:9][CH2:10]3)[CH:15]=2)[N:21]=[C:22]([C:33]([F:39])([F:38])[C:34]([F:37])([F:36])[F:35])[CH2:23]1. (8) The product is: [Cl:53][CH2:30][CH2:29][S:28][C:23]1[CH:24]=[CH:25][CH:26]=[CH:27][C:22]=1[C:19]([NH:18][C:14]1[C:13](=[O:32])[N:12]([C:10]2[CH:11]=[C:6]([CH:7]=[C:8]([F:34])[C:9]=2[CH3:33])[C:5]([NH:4][CH:1]2[CH2:3][CH2:2]2)=[O:35])[CH:17]=[CH:16][N:15]=1)([CH3:21])[CH3:20]. Given the reactants [CH:1]1([NH:4][C:5](=[O:35])[C:6]2[CH:11]=[C:10]([N:12]3[CH:17]=[CH:16][N:15]=[C:14]([NH:18][C:19]([C:22]4[CH:27]=[CH:26][CH:25]=[CH:24][C:23]=4[S:28][CH2:29][CH2:30]O)([CH3:21])[CH3:20])[C:13]3=[O:32])[C:9]([CH3:33])=[C:8]([F:34])[CH:7]=2)[CH2:3][CH2:2]1.Cl.C(N(CC)CC)C.C1(C)C=CC(S([Cl:53])(=O)=O)=CC=1.[Cl-].[Li+], predict the reaction product. (9) The product is: [Cl:33][C:14]1[CH:13]=[CH:12][C:11]2[C:10]([S:7]([NH:6][CH:1]3[CH2:2][CH2:3][CH2:4][CH2:5]3)(=[O:9])=[O:8])=[CH:19][C:18]([C:20]3[C:21]([CH3:26])=[N:22][O:23][C:24]=3[CH3:25])=[CH:17][C:16]=2[N:15]=1. Given the reactants [CH:1]1([NH:6][S:7]([C:10]2[C:11]3[CH:12]=[CH:13][CH:14]=[N:15][C:16]=3[CH:17]=[C:18]([C:20]3[C:21]([CH3:26])=[N:22][O:23][C:24]=3[CH3:25])[CH:19]=2)(=[O:9])=[O:8])[CH2:5][CH2:4][CH2:3][CH2:2]1.C1C=C([Cl:33])C=C(C(OO)=O)C=1, predict the reaction product. (10) Given the reactants [NH2:1][C:2]1[CH:10]=[CH:9][CH:8]=[C:7]2[C:3]=1[C:4]([C:15]([N:17]1[CH2:22][CH2:21][CH:20]([C:23]3[CH:24]=[C:25]([CH:34]=[CH:35][C:36]=3[F:37])[CH2:26][NH:27][C:28](=[O:33])[C:29]([F:32])([F:31])[F:30])[CH2:19][CH2:18]1)=[O:16])=[CH:5][N:6]2[CH2:11][CH2:12][O:13][CH3:14].[CH2:38]([S:42](Cl)(=[O:44])=[O:43])[CH2:39][CH2:40][CH3:41], predict the reaction product. The product is: [CH2:38]([S:42]([NH:1][C:2]1[CH:10]=[CH:9][CH:8]=[C:7]2[C:3]=1[C:4]([C:15]([N:17]1[CH2:18][CH2:19][CH:20]([C:23]3[CH:24]=[C:25]([CH:34]=[CH:35][C:36]=3[F:37])[CH2:26][NH:27][C:28](=[O:33])[C:29]([F:31])([F:32])[F:30])[CH2:21][CH2:22]1)=[O:16])=[CH:5][N:6]2[CH2:11][CH2:12][O:13][CH3:14])(=[O:44])=[O:43])[CH2:39][CH2:40][CH3:41].